Dataset: Full USPTO retrosynthesis dataset with 1.9M reactions from patents (1976-2016). Task: Predict the reactants needed to synthesize the given product. (1) Given the product [CH2:4]([C:6]1[CH:11]=[CH:10][CH:9]=[CH:8][C:7]=1[C:12]1[CH:17]=[CH:16][C:15]([C:18]([OH:20])=[O:19])=[CH:14][C:13]=1[CH2:22][O:23][CH3:24])[CH3:5], predict the reactants needed to synthesize it. The reactants are: O.[OH-].[Li+].[CH2:4]([C:6]1[CH:11]=[CH:10][CH:9]=[CH:8][C:7]=1[C:12]1[CH:17]=[CH:16][C:15]([C:18]([O:20]C)=[O:19])=[CH:14][C:13]=1[CH2:22][O:23][CH3:24])[CH3:5]. (2) Given the product [Cl:1][C:2]1[CH:3]=[CH:4][C:5]([NH:12][CH:13]2[CH2:14][CH2:15][CH2:16][CH2:17][CH2:18]2)=[C:6]([CH:11]=1)[C:7]([OH:9])=[O:8], predict the reactants needed to synthesize it. The reactants are: [Cl:1][C:2]1[CH:3]=[CH:4][C:5]([NH:12][CH:13]2[CH2:18][CH2:17][CH2:16][CH2:15][CH2:14]2)=[C:6]([CH:11]=1)[C:7]([O:9]C)=[O:8].[OH-].[Na+]. (3) Given the product [C:19]([S:18][CH2:17][C:5]1[CH:6]=[C:7]([NH:10][C:11](=[O:16])[C:12]([CH3:15])([CH3:14])[CH3:13])[CH:8]=[CH:9][C:4]=1[CH2:3][OH:2])([CH3:22])([CH3:21])[CH3:20], predict the reactants needed to synthesize it. The reactants are: C[O:2][C:3](=O)[C:4]1[CH:9]=[CH:8][C:7]([NH:10][C:11](=[O:16])[C:12]([CH3:15])([CH3:14])[CH3:13])=[CH:6][C:5]=1[CH2:17][S:18][C:19]([CH3:22])([CH3:21])[CH3:20].C([BH-](CC)CC)C.[Li+]. (4) Given the product [Br:27][C:24]1[CH:25]=[CH:26][C:21]([N:20]2[CH2:7][C@H:6]([CH2:8][OH:33])[O:10][C:19]2=[O:18])=[CH:22][C:23]=1[F:28], predict the reactants needed to synthesize it. The reactants are: C([Li])CCC.[C:6]([OH:10])(C)([CH3:8])[CH3:7].C([O:18][C:19](=O)[NH:20][C:21]1[CH:26]=[CH:25][C:24]([Br:27])=[C:23]([F:28])[CH:22]=1)C1C=CC=CC=1.C1C[O:33]CC1. (5) Given the product [Br:1][C:2]1[CH:3]=[C:4]([NH:10][S:14]([CH:11]2[CH2:13][CH2:12]2)(=[O:16])=[O:15])[C:5]([O:8][CH3:9])=[N:6][CH:7]=1, predict the reactants needed to synthesize it. The reactants are: [Br:1][C:2]1[CH:3]=[C:4]([NH2:10])[C:5]([O:8][CH3:9])=[N:6][CH:7]=1.[CH:11]1([S:14](Cl)(=[O:16])=[O:15])[CH2:13][CH2:12]1.Cl. (6) Given the product [Cl:13][C:14]1[CH:15]=[C:16]([C:20]2[O:24][N:23]=[C:22]([CH2:25][O:26][S:9]([CH3:8])(=[O:11])=[O:10])[CH:21]=2)[CH:17]=[CH:18][CH:19]=1, predict the reactants needed to synthesize it. The reactants are: C(N(CC)CC)C.[CH3:8][S:9](Cl)(=[O:11])=[O:10].[Cl:13][C:14]1[CH:15]=[C:16]([C:20]2[O:24][N:23]=[C:22]([CH2:25][OH:26])[CH:21]=2)[CH:17]=[CH:18][CH:19]=1. (7) Given the product [ClH:59].[ClH:59].[ClH:59].[CH3:57][O:56][C:54](=[O:55])[NH:53][CH:49]([C:48]([N:42]1[CH:41]([C:38]2[NH:37][C:36]([C:33]3[CH:32]=[CH:31][C:30]([C:25]4[CH:24]=[CH:23][C:22]5[C:27](=[CH:28][CH:29]=[C:20]([C:17]6[NH:16][C:15]([CH:9]7[CH2:10][CH:11]([C:13]#[N:14])[CH2:12][NH:8]7)=[N:19][CH:18]=6)[CH:21]=5)[CH:26]=4)=[CH:35][CH:34]=3)=[CH:40][N:39]=2)[CH2:47][C:44]2([CH2:45][CH2:46]2)[CH2:43]1)=[O:58])[CH:50]([CH3:52])[CH3:51], predict the reactants needed to synthesize it. The reactants are: C(OC([N:8]1[CH2:12][CH:11]([C:13]#[N:14])[CH2:10][CH:9]1[C:15]1[NH:16][C:17]([C:20]2[CH:29]=[CH:28][C:27]3[C:22](=[CH:23][CH:24]=[C:25]([C:30]4[CH:35]=[CH:34][C:33]([C:36]5[NH:37][C:38]([CH:41]6[CH2:47][C:44]7([CH2:46][CH2:45]7)[CH2:43][N:42]6[C:48](=[O:58])[CH:49]([NH:53][C:54]([O:56][CH3:57])=[O:55])[CH:50]([CH3:52])[CH3:51])=[N:39][CH:40]=5)=[CH:32][CH:31]=4)[CH:26]=3)[CH:21]=2)=[CH:18][N:19]=1)=O)(C)(C)C.[ClH:59].O1CCOCC1.